Dataset: Reaction yield outcomes from USPTO patents with 853,638 reactions. Task: Predict the reaction yield, written as a fraction of the theoretical maximum amount of product (1.0 means a 100% yield; for example, 0.34 means a 34% yield). (1) The reactants are Br[C:2]1[CH:3]=[CH:4][C:5]2[N:9]=[N:8][N:7]([CH2:10][C:11]3[CH:12]=[CH:13][C:14]4[N:15]([CH:17]=[C:18]([N:20](C(C5CC5)=O)[C:21]([CH:23]5[CH2:25][CH2:24]5)=[O:22])[N:19]=4)[N:16]=3)[C:6]=2[CH:31]=1.[CH3:32][N:33]1[CH:37]=[C:36](B2OC(C)(C)C(C)(C)O2)[CH:35]=[N:34]1.O1CCOCC1. The catalyst is C([O-])([O-])=O.[Na+].[Na+].C1C=CC(P(C2C=CC=CC=2)[C-]2C=CC=C2)=CC=1.C1C=CC(P(C2C=CC=CC=2)[C-]2C=CC=C2)=CC=1.Cl[Pd]Cl.[Fe+2].C(Cl)Cl. The product is [CH3:32][N:33]1[CH:37]=[C:36]([C:2]2[CH:3]=[CH:4][C:5]3[N:9]=[N:8][N:7]([CH2:10][C:11]4[CH:12]=[CH:13][C:14]5[N:15]([CH:17]=[C:18]([NH:20][C:21]([CH:23]6[CH2:24][CH2:25]6)=[O:22])[N:19]=5)[N:16]=4)[C:6]=3[CH:31]=2)[CH:35]=[N:34]1. The yield is 0.450. (2) The reactants are [NH2:1][C:2]1[CH:3]=[C:4]([CH:26]=[CH:27][CH:28]=1)[O:5][C:6]1[N:11]=[CH:10][N:9]=[C:8]([NH2:12])[C:7]=1[C:13]1[CH:18]=[CH:17][C:16]([O:19][C:20]2[CH:25]=[CH:24][CH:23]=[CH:22][CH:21]=2)=[CH:15][CH:14]=1.Cl.[CH3:30][N:31]([CH3:38])[CH2:32]/[CH:33]=[CH:34]/[C:35](O)=[O:36]. No catalyst specified. The product is [NH2:12][C:8]1[N:9]=[CH:10][N:11]=[C:6]([O:5][C:4]2[CH:3]=[C:2]([NH:1][C:35](=[O:36])/[CH:34]=[CH:33]/[CH2:32][N:31]([CH3:38])[CH3:30])[CH:28]=[CH:27][CH:26]=2)[C:7]=1[C:13]1[CH:14]=[CH:15][C:16]([O:19][C:20]2[CH:25]=[CH:24][CH:23]=[CH:22][CH:21]=2)=[CH:17][CH:18]=1. The yield is 0.220. (3) The reactants are [NH:1]1[CH2:6][CH2:5][CH:4]([NH:7][C:8](=[O:14])[O:9][C:10]([CH3:13])([CH3:12])[CH3:11])[CH2:3][CH2:2]1.CCN(C(C)C)C(C)C.[Cl:24][CH2:25][C:26](Cl)=[O:27]. The catalyst is C(Cl)Cl. The product is [Cl:24][CH2:25][C:26]([N:1]1[CH2:2][CH2:3][CH:4]([NH:7][C:8](=[O:14])[O:9][C:10]([CH3:11])([CH3:13])[CH3:12])[CH2:5][CH2:6]1)=[O:27]. The yield is 0.640. (4) The reactants are [C:1]([N:4]1[C:13]2[C:8](=[CH:9][C:10]([C:14]#[N:15])=[CH:11][CH:12]=2)[C@H:7]([NH2:16])[C@@H:6]([CH3:17])[C@@H:5]1[CH:18]1[CH2:20][CH2:19]1)(=[O:3])[CH3:2].F[C:22]1[N:31]=[CH:30][CH:29]=[CH:28][C:23]=1[C:24]([O:26][CH3:27])=[O:25].CCN(CC)CC. The catalyst is CS(C)=O.[OH-].[Na+]. The product is [C:1]([N:4]1[C:13]2[C:8](=[CH:9][C:10]([C:14]#[N:15])=[CH:11][CH:12]=2)[C@H:7]([NH:16][C:22]2[N:31]=[CH:30][CH:29]=[CH:28][C:23]=2[C:24]([O:26][CH3:27])=[O:25])[C@@H:6]([CH3:17])[C@@H:5]1[CH:18]1[CH2:20][CH2:19]1)(=[O:3])[CH3:2]. The yield is 0.320. (5) The reactants are CN(C(ON1N=NC2C=CC=NC1=2)=[N+](C)C)C.[F:18][P-](F)(F)(F)(F)F.F[C:26]1[CH:27]=[CH:28][C:29]([NH:35][S:36]([CH3:39])(=[O:38])=[O:37])=[C:30]([CH:34]=1)[C:31](O)=[O:32].C(N(CC)CC)C.O.[Cl-].[Na+].O.CN([CH:54]=[O:55])C. No catalyst specified. The product is [F:18][C:28]1[C:29]([NH:35][S:36]([CH3:39])(=[O:38])=[O:37])=[C:30]([CH:34]=[CH:26][CH:27]=1)[C:31]([O:55][CH3:54])=[O:32]. The yield is 0.580.